The task is: Predict the reaction yield, written as a fraction of the theoretical maximum amount of product (1.0 means a 100% yield; for example, 0.34 means a 34% yield).. This data is from Reaction yield outcomes from USPTO patents with 853,638 reactions. (1) The reactants are [Si:1]([O:8][CH2:9][CH2:10][NH2:11])([C:4]([CH3:7])([CH3:6])[CH3:5])([CH3:3])[CH3:2].C(N(CC)CC)C.[C:19]1([CH2:25][S:26](Cl)(=[O:28])=[O:27])[CH:24]=[CH:23][CH:22]=[CH:21][CH:20]=1.CC(OC)(C)C. The catalyst is O1CCCC1.CC(C)=O.CCCCCCC. The product is [Si:1]([O:8][CH2:9][CH2:10][NH:11][S:26]([CH2:25][C:19]1[CH:24]=[CH:23][CH:22]=[CH:21][CH:20]=1)(=[O:28])=[O:27])([C:4]([CH3:6])([CH3:7])[CH3:5])([CH3:3])[CH3:2]. The yield is 0.810. (2) The reactants are [Cl:1][C:2]1[CH:3]=[N+:4]([O-:31])[CH:5]=[C:6]([Cl:30])[C:7]=1[CH2:8][C@@H:9]([C:15]1[CH:20]=[CH:19][C:18]([O:21][CH:22]([F:24])[F:23])=[C:17]([O:25][CH2:26][CH:27]2[CH2:29][CH2:28]2)[CH:16]=1)[O:10][C:11](=[O:14])[CH2:12][OH:13].[Cl:32][C:33]1[CH:41]=[CH:40][C:36]([C:37](O)=[O:38])=[CH:35][N:34]=1.C(Cl)CCl. The catalyst is C(Cl)Cl.CN(C1C=CN=CC=1)C. The product is [Cl:30][C:6]1[CH:5]=[N+:4]([O-:31])[CH:3]=[C:2]([Cl:1])[C:7]=1[CH2:8][C@H:9]([O:10][C:11](=[O:14])[CH2:12][O:13][C:37](=[O:38])[C:36]1[CH:40]=[CH:41][C:33]([Cl:32])=[N:34][CH:35]=1)[C:15]1[CH:20]=[CH:19][C:18]([O:21][CH:22]([F:24])[F:23])=[C:17]([O:25][CH2:26][CH:27]2[CH2:29][CH2:28]2)[CH:16]=1. The yield is 0.780. (3) The reactants are Br[C:2]1[CH:3]=[C:4]2[C:8](=[C:9]([C:11]([NH2:13])=[O:12])[CH:10]=1)[NH:7][CH:6]=[C:5]2[CH:14]1[CH2:19][CH2:18][N:17]([S:20]([CH2:23][CH3:24])(=[O:22])=[O:21])[CH2:16][CH2:15]1.[O-]P([O-])([O-])=O.[K+].[K+].[K+].[OH:33][CH2:34][C:35]1[CH:40]=[CH:39][C:38](B(O)O)=[CH:37][CH:36]=1. The catalyst is O1CCOCC1.O.C1C=CC([P]([Pd]([P](C2C=CC=CC=2)(C2C=CC=CC=2)C2C=CC=CC=2)([P](C2C=CC=CC=2)(C2C=CC=CC=2)C2C=CC=CC=2)[P](C2C=CC=CC=2)(C2C=CC=CC=2)C2C=CC=CC=2)(C2C=CC=CC=2)C2C=CC=CC=2)=CC=1. The product is [CH2:23]([S:20]([N:17]1[CH2:18][CH2:19][CH:14]([C:5]2[C:4]3[C:8](=[C:9]([C:11]([NH2:13])=[O:12])[CH:10]=[C:2]([C:38]4[CH:39]=[CH:40][C:35]([CH2:34][OH:33])=[CH:36][CH:37]=4)[CH:3]=3)[NH:7][CH:6]=2)[CH2:15][CH2:16]1)(=[O:22])=[O:21])[CH3:24]. The yield is 0.300. (4) The product is [F:9][C:10]1[CH:15]=[CH:14][C:13]([C:16]([F:19])([F:18])[F:17])=[CH:12][C:11]=1[NH:20][C:21]([NH:5][C:4]1[CH:6]=[CH:7][CH:8]=[C:2]([I:1])[CH:3]=1)=[O:22]. The yield is 0.710. The catalyst is ClCCCl. The reactants are [I:1][C:2]1[CH:3]=[C:4]([CH:6]=[CH:7][CH:8]=1)[NH2:5].[F:9][C:10]1[CH:15]=[CH:14][C:13]([C:16]([F:19])([F:18])[F:17])=[CH:12][C:11]=1[N:20]=[C:21]=[O:22]. (5) The reactants are C([N:8](CC1C=CC=CC=1)[CH:9]([CH2:22][O:23][CH:24]([F:26])[F:25])[C:10]([NH:12][CH2:13][C:14]1[CH:19]=[CH:18][C:17]([F:20])=[C:16]([F:21])[CH:15]=1)=[O:11])C1C=CC=CC=1.C(N(CC)CC)C.C(OC(=O)C)(=O)C. The product is [NH2:8][CH:9]([CH2:22][O:23][CH:24]([F:25])[F:26])[C:10]([NH:12][CH2:13][C:14]1[CH:19]=[CH:18][C:17]([F:20])=[C:16]([F:21])[CH:15]=1)=[O:11]. The catalyst is C(O)C.ClCCl.[OH-].[OH-].[Pd+2]. The yield is 0.600. (6) The reactants are Br[C:2]1[CH:10]=[C:9]2[C:5]([CH:6]=[CH:7][NH:8]2)=[CH:4][C:3]=1[Cl:11].[CH3:12][N:13]1[CH:17]=[C:16](B2OC(C)(C)C(C)(C)O2)[CH:15]=[N:14]1.C([O-])([O-])=O.[Na+].[Na+].O. The catalyst is COCCOC.O.Cl[Pd](Cl)([P](C1C=CC=CC=1)(C1C=CC=CC=1)C1C=CC=CC=1)[P](C1C=CC=CC=1)(C1C=CC=CC=1)C1C=CC=CC=1. The product is [Cl:11][C:3]1[CH:4]=[C:5]2[C:9](=[CH:10][C:2]=1[C:16]1[CH:15]=[N:14][N:13]([CH3:12])[CH:17]=1)[NH:8][CH:7]=[CH:6]2. The yield is 0.760.